Dataset: Experimentally validated miRNA-target interactions with 360,000+ pairs, plus equal number of negative samples. Task: Binary Classification. Given a miRNA mature sequence and a target amino acid sequence, predict their likelihood of interaction. (1) The miRNA is hsa-miR-6885-3p with sequence CUUUGCUUCCUGCUCCCCUAG. The protein sequence of the target gene is MMAQSKANGSHYALTAIGLGMLVLGVIMAMWNLVPGFSAAEKPTAQGSNKTEVGGGILKSKTFSVAYVLVGAGVMLLLLSICLSIRDKRKQRQGEDLAHVQHPTGAGPHAQEEDSQEEEEEDEEAASRYYVPSYEEVMNTNYSEARGEEQNPRLSISLPSYESLTGLDETTPTSTRADVEASPGNPPDRQNSKLAKRLKPLKVRRIKSEKLHLKDFRINLPDKNVPPPSIEPLTPPPQYDEVQEKAPDTRPPD. Result: 1 (interaction). (2) The miRNA is hsa-miR-1306-5p with sequence CCACCUCCCCUGCAAACGUCCA. The protein sequence of the target gene is MASGSAGKPTGEAASPAPASAIGGASSQPRKRLVSVCDHCKGKMQLVADLLLLSSEARPVLFEGPASSGAGAESFEQCRDTIIARTKGLSILTHDVQSQLNMGRFGEAGDSLVELGDLVVSLTECSAHAAYLAAVATPGAQPAQPGLVDRYRVTRCRHEVEQGCAVLRATPLADMTPQLLLEVSQGLSRNLKFLTDACALASDKSRDRFSREQFKLGVKCMSTSASALLACVREVKVAPSELARSRCALFSGPLVQAVSALVGFATEPQFLGRAAAVSAEGKAVQTAILGGAMSVVSACV.... Result: 1 (interaction).